Dataset: Catalyst prediction with 721,799 reactions and 888 catalyst types from USPTO. Task: Predict which catalyst facilitates the given reaction. (1) Reactant: [C:1]([O:6][CH2:7][CH3:8])(=[O:5])/[CH:2]=[CH:3]/[CH3:4].[Br:9][C:10]1[CH:16]=[CH:15][C:13]([NH2:14])=[C:12](I)[CH:11]=1.CCN(C(C)C)C(C)C.O. Product: [NH2:14][C:13]1[CH:15]=[CH:16][C:10]([Br:9])=[CH:11][C:12]=1/[C:3](/[CH3:4])=[CH:2]\[C:1]([O:6][CH2:7][CH3:8])=[O:5]. The catalyst class is: 3. (2) Reactant: [CH3:1][S:2]([C:5]1[N:10]=[CH:9][C:8]([OH:11])=[CH:7][CH:6]=1)(=[O:4])=[O:3].C(=O)([O-])[O-].[K+].[K+].CN1CCCC1=O.[F:25][C:26]1[C:31]([F:32])=[C:30](F)[CH:29]=[CH:28][C:27]=1[N+:34]([O-:36])=[O:35]. Product: [F:32][C:31]1[C:26]([F:25])=[C:27]([N+:34]([O-:36])=[O:35])[CH:28]=[CH:29][C:30]=1[O:11][C:8]1[CH:9]=[N:10][C:5]([S:2]([CH3:1])(=[O:4])=[O:3])=[CH:6][CH:7]=1. The catalyst class is: 13. (3) The catalyst class is: 1. Reactant: I[C:2]1[CH:7]=[CH:6][C:5]([O:8][CH2:9][CH2:10][CH2:11][N:12]2[CH2:17][CH2:16][CH2:15][CH2:14][CH2:13]2)=[CH:4][CH:3]=1.C([Li])CCC.[C:23]1([CH2:29][N:30]2[CH2:35][CH2:34][C:33](=[O:36])[CH2:32][CH2:31]2)[CH:28]=[CH:27][CH:26]=[CH:25][CH:24]=1.[Cl-].[NH4+]. Product: [C:23]1([CH2:29][N:30]2[CH2:35][CH2:34][C:33]([C:2]3[CH:7]=[CH:6][C:5]([O:8][CH2:9][CH2:10][CH2:11][N:12]4[CH2:17][CH2:16][CH2:15][CH2:14][CH2:13]4)=[CH:4][CH:3]=3)([OH:36])[CH2:32][CH2:31]2)[CH:24]=[CH:25][CH:26]=[CH:27][CH:28]=1. (4) Reactant: [Cl:1][C:2]1[CH:37]=[CH:36][CH:35]=[C:34]([C:38]([F:41])([F:40])[F:39])[C:3]=1[C:4]([N:6]1[C:14]2[C:9](=[N:10][CH:11]=[C:12]([C:15]([N:17]3[CH2:22][CH2:21][CH2:20][O:19][CH2:18]3)=[O:16])[CH:13]=2)[C:8]([C:23]2[CH:32]=[CH:31][C:26]([C:27]([O:29]C)=[O:28])=[CH:25][C:24]=2[F:33])=[N:7]1)=[O:5].C1COCC1.[OH-].[Li+].Cl. Product: [Cl:1][C:2]1[CH:37]=[CH:36][CH:35]=[C:34]([C:38]([F:41])([F:40])[F:39])[C:3]=1[C:4]([N:6]1[C:14]2[C:9](=[N:10][CH:11]=[C:12]([C:15]([N:17]3[CH2:22][CH2:21][CH2:20][O:19][CH2:18]3)=[O:16])[CH:13]=2)[C:8]([C:23]2[CH:32]=[CH:31][C:26]([C:27]([OH:29])=[O:28])=[CH:25][C:24]=2[F:33])=[N:7]1)=[O:5]. The catalyst class is: 6. (5) Reactant: [Cl:1][C:2]1[C:3]([C:25]2[S:26][C:27]([C:30]3[CH:35]=[C:34]([OH:36])[N:33]=[C:32]([Cl:37])[CH:31]=3)=[N:28][N:29]=2)=[CH:4][C:5]([F:24])=[C:6]([CH:23]=1)[O:7][CH2:8][C@H:9]1[CH2:13][O:12][C:11]([CH3:15])([CH3:14])[N:10]1[C:16]([O:18][C:19]([CH3:22])([CH3:21])[CH3:20])=[O:17].I[CH:39]1[CH2:42][O:41][CH2:40]1.C([O-])([O-])=O.[K+].[K+]. Product: [Cl:1][C:2]1[C:3]([C:25]2[S:26][C:27]([C:30]3[CH:35]=[C:34]([O:36][CH:39]4[CH2:42][O:41][CH2:40]4)[N:33]=[C:32]([Cl:37])[CH:31]=3)=[N:28][N:29]=2)=[CH:4][C:5]([F:24])=[C:6]([CH:23]=1)[O:7][CH2:8][C@H:9]1[CH2:13][O:12][C:11]([CH3:15])([CH3:14])[N:10]1[C:16]([O:18][C:19]([CH3:20])([CH3:21])[CH3:22])=[O:17]. The catalyst class is: 18. (6) Reactant: [CH2:1]([O:8][N:9]1[C:14](=[O:15])[C:13]2[CH:16]=[C:17]([F:21])[C:18](Cl)=[N:19][C:12]=2[N:11]([CH2:22][CH3:23])[C:10]1=[O:24])[C:2]1[CH:7]=[CH:6][CH:5]=[CH:4][CH:3]=1.[NH:25]1[CH2:29][CH2:28][CH2:27][CH2:26]1. Product: [CH2:1]([O:8][N:9]1[C:14](=[O:15])[C:13]2[CH:16]=[C:17]([F:21])[C:18]([N:25]3[CH2:29][CH2:28][CH2:27][CH2:26]3)=[N:19][C:12]=2[N:11]([CH2:22][CH3:23])[C:10]1=[O:24])[C:2]1[CH:7]=[CH:6][CH:5]=[CH:4][CH:3]=1. The catalyst class is: 4. (7) Reactant: [F:1][C:2]1[CH:7]=[CH:6][CH:5]=[C:4]([F:8])[C:3]=1[NH:9][C:10]([C@@H:12]1[CH2:21][C:20]2[C:15](=[CH:16][CH:17]=[CH:18][CH:19]=2)[CH2:14][N:13]1[C:22](=[O:35])[C@@H:23]([NH:27]C(=O)OC(C)(C)C)[CH:24]([CH3:26])[CH3:25])=[O:11].[C:36]([OH:42])([C:38]([F:41])([F:40])[F:39])=[O:37]. Product: [F:39][C:38]([F:41])([F:40])[C:36]([OH:42])=[O:37].[NH2:27][C@@H:23]([CH:24]([CH3:26])[CH3:25])[C:22]([N:13]1[C@H:12]([C:10]([NH:9][C:3]2[C:4]([F:8])=[CH:5][CH:6]=[CH:7][C:2]=2[F:1])=[O:11])[CH2:21][C:20]2[C:15](=[CH:16][CH:17]=[CH:18][CH:19]=2)[CH2:14]1)=[O:35]. The catalyst class is: 2.